This data is from Forward reaction prediction with 1.9M reactions from USPTO patents (1976-2016). The task is: Predict the product of the given reaction. (1) Given the reactants [F:1][C:2]1[CH:3]=[C:4]2[C:8](=[CH:9][CH:10]=1)[NH:7][C:6](=[O:11])[CH2:5]2.C[Si]([N-][Si](C)(C)C)(C)C.[Li+].OC1CNC([CH2:29][C:30]2[N:35]=[C:34]3[CH2:36][O:37][C:38](=O)[C:33]3=[CH:32][CH:31]=2)CC1.Cl.[O:41]1[CH2:46][CH2:45]OCC1, predict the reaction product. The product is: [F:1][C:2]1[CH:3]=[C:4]2[C:8](=[CH:9][CH:10]=1)[NH:7][C:6](=[O:11])[C:5]2=[C:38]1[C:33]2[C:34](=[N:35][C:30]([CH2:29][N:7]3[CH2:8][CH2:45][CH:46]([OH:41])[CH2:5][CH2:6]3)=[CH:31][CH:32]=2)[CH2:36][O:37]1. (2) Given the reactants [C:1]1([S:7](OCCCCCCCCC2CC=2)(=O)=O)C=[CH:5][CH:4]=[CH:3][CH:2]=1.[CH3:22][C:23]([CH3:26])([O-])[CH3:24].[K+].[NH:28]1[CH:32]=[N:31][C:30](S)=[N:29]1.[I-].[Na+].C(O[CH2:40][CH3:41])(=O)C, predict the reaction product. The product is: [NH:28]1[CH:32]=[N:31][CH2:30][N:29]1[S:7][CH2:1][CH2:2][CH2:3][CH2:4][CH2:5][CH2:40][CH2:41][CH2:22][C:23]1[CH2:26][CH:24]=1. (3) Given the reactants [Cl:1][C:2]1[CH:3]=[CH:4][C:5]2[O:11][CH2:10][CH:9]3[CH2:12][N:13]([C:16]([O:18][C:19]([CH3:22])([CH3:21])[CH3:20])=[O:17])[CH2:14][CH2:15][N:8]3[C:7](=O)[C:6]=2[CH:24]=1.B.O1CCCC1.CO.[OH-].[Na+], predict the reaction product. The product is: [Cl:1][C:2]1[CH:3]=[CH:4][C:5]2[O:11][CH2:10][CH:9]3[CH2:12][N:13]([C:16]([O:18][C:19]([CH3:21])([CH3:20])[CH3:22])=[O:17])[CH2:14][CH2:15][N:8]3[CH2:7][C:6]=2[CH:24]=1. (4) Given the reactants [CH3:1][O:2][C:3]1[CH:4]=[C:5]([CH2:31][C:32]([O:34]CC)=[O:33])[CH:6]=[CH:7][C:8]=1[O:9][CH2:10][CH2:11][CH:12]([C:17]1[S:18][C:19]2[CH:26]=[C:25]([C:27]([F:30])([F:29])[F:28])[CH:24]=[CH:23][C:20]=2[C:21]=1[CH3:22])[CH2:13][CH2:14][CH2:15][CH3:16].[OH-].[Na+], predict the reaction product. The product is: [CH3:1][O:2][C:3]1[CH:4]=[C:5]([CH2:31][C:32]([OH:34])=[O:33])[CH:6]=[CH:7][C:8]=1[O:9][CH2:10][CH2:11][CH:12]([C:17]1[S:18][C:19]2[CH:26]=[C:25]([C:27]([F:28])([F:30])[F:29])[CH:24]=[CH:23][C:20]=2[C:21]=1[CH3:22])[CH2:13][CH2:14][CH2:15][CH3:16]. (5) Given the reactants [CH3:1][O:2][C:3]1[CH:8]=[CH:7][C:6]([C:9]#[C:10][C:11]2[CH:18]=[CH:17][C:14]([CH:15]=O)=[CH:13][CH:12]=2)=[CH:5][CH:4]=1.[NH2:19][C:20]1[CH:21]=[CH:22][C:23]2[O:28][C:27]([CH3:30])([CH3:29])[O:26][C:25](=[O:31])[C:24]=2[CH:32]=1, predict the reaction product. The product is: [CH3:1][O:2][C:3]1[CH:8]=[CH:7][C:6]([C:9]#[C:10][C:11]2[CH:18]=[CH:17][C:14]([CH2:15][NH:19][C:20]3[CH:21]=[CH:22][C:23]4[O:28][C:27]([CH3:29])([CH3:30])[O:26][C:25](=[O:31])[C:24]=4[CH:32]=3)=[CH:13][CH:12]=2)=[CH:5][CH:4]=1. (6) Given the reactants [CH3:1][O:2][C:3]1[CH:4]=[C:5]2[C:9](=[CH:10][C:11]=1[O:12][CH3:13])[C:8](=O)[CH2:7][CH2:6]2.Cl.[N:16]1[O:17][N:18]=[C:19]2[CH:24]=[C:23]([CH2:25][O:26][NH2:27])[CH:22]=[CH:21][C:20]=12.N1C=CC=CC=1.[N+](C1C=CC(CO/N=C2\CCCC3C\2=CC(OC)=C(OC)C=3)=CC=1)([O-])=O, predict the reaction product. The product is: [N:16]1[O:17][N:18]=[C:19]2[CH:24]=[C:23]([CH2:25][O:26]/[N:27]=[C:8]3\[CH2:7][CH2:6][C:5]4[C:9]\3=[CH:10][C:11]([O:12][CH3:13])=[C:3]([O:2][CH3:1])[CH:4]=4)[CH:22]=[CH:21][C:20]=12. (7) Given the reactants [NH2:1][C:2]1[CH:10]=[C:9]2[C:5]([C:6]([C:22]#[N:23])=[C:7]([C:13]3[CH:18]=[CH:17][C:16]([O:19][CH2:20][CH3:21])=[CH:15][CH:14]=3)[N:8]2[CH2:11][CH3:12])=[CH:4][CH:3]=1.[CH2:24]([N:26]=[C:27]=[O:28])[CH3:25], predict the reaction product. The product is: [C:22]([C:6]1[C:5]2[C:9](=[CH:10][C:2]([NH:1][C:27]([NH:26][CH2:24][CH3:25])=[O:28])=[CH:3][CH:4]=2)[N:8]([CH2:11][CH3:12])[C:7]=1[C:13]1[CH:18]=[CH:17][C:16]([O:19][CH2:20][CH3:21])=[CH:15][CH:14]=1)#[N:23].